From a dataset of NCI-60 drug combinations with 297,098 pairs across 59 cell lines. Regression. Given two drug SMILES strings and cell line genomic features, predict the synergy score measuring deviation from expected non-interaction effect. (1) Drug 1: CC1C(C(CC(O1)OC2CC(CC3=C2C(=C4C(=C3O)C(=O)C5=C(C4=O)C(=CC=C5)OC)O)(C(=O)C)O)N)O.Cl. Drug 2: CN(C)N=NC1=C(NC=N1)C(=O)N. Cell line: EKVX. Synergy scores: CSS=12.9, Synergy_ZIP=3.31, Synergy_Bliss=5.88, Synergy_Loewe=-1.01, Synergy_HSA=4.40. (2) Drug 1: C1=CC(=CC=C1C#N)C(C2=CC=C(C=C2)C#N)N3C=NC=N3. Drug 2: CC=C1C(=O)NC(C(=O)OC2CC(=O)NC(C(=O)NC(CSSCCC=C2)C(=O)N1)C(C)C)C(C)C. Cell line: NCI-H322M. Synergy scores: CSS=10.9, Synergy_ZIP=-2.62, Synergy_Bliss=1.48, Synergy_Loewe=-20.8, Synergy_HSA=-5.40. (3) Drug 1: C#CCC(CC1=CN=C2C(=N1)C(=NC(=N2)N)N)C3=CC=C(C=C3)C(=O)NC(CCC(=O)O)C(=O)O. Drug 2: C1CNP(=O)(OC1)N(CCCl)CCCl. Cell line: ACHN. Synergy scores: CSS=-2.57, Synergy_ZIP=0.104, Synergy_Bliss=-0.565, Synergy_Loewe=-5.40, Synergy_HSA=-5.41. (4) Drug 1: CC(CN1CC(=O)NC(=O)C1)N2CC(=O)NC(=O)C2. Drug 2: C1CCC(C(C1)N)N.C(=O)(C(=O)[O-])[O-].[Pt+4]. Cell line: 786-0. Synergy scores: CSS=12.9, Synergy_ZIP=-6.27, Synergy_Bliss=-7.07, Synergy_Loewe=-37.3, Synergy_HSA=-3.81.